Dataset: Full USPTO retrosynthesis dataset with 1.9M reactions from patents (1976-2016). Task: Predict the reactants needed to synthesize the given product. Given the product [Cl:1][C:2]1[NH:10][C:9]2[C:8](=[O:14])[N:7]([CH3:15])[C:6](=[O:16])[N:5]([CH2:23][CH2:24][CH2:25][CH2:26][CH2:27][CH3:28])[C:4]=2[N:3]=1, predict the reactants needed to synthesize it. The reactants are: [Cl:1][C:2]1[N:10](CC=C)[C:9]2[C:8](=[O:14])[N:7]([CH3:15])[C:6](=[O:16])[NH:5][C:4]=2[N:3]=1.C(=O)([O-])[O-].[Na+].[Na+].[CH2:23](I)[CH2:24][CH2:25][CH2:26][CH2:27][CH3:28].N1CCOCC1.